From a dataset of Catalyst prediction with 721,799 reactions and 888 catalyst types from USPTO. Predict which catalyst facilitates the given reaction. Reactant: CC(C)([O-])C.[K+].[Cl-].[CH3:8][O:9][CH2:10][P+](C1C=CC=CC=1)(C1C=CC=CC=1)C1C=CC=CC=1.[CH3:30][C:31]1[CH:32]=[C:33]([C:40]2[CH:45]=[CH:44][C:43]([C:46]([F:49])([F:48])[F:47])=[CH:42][CH:41]=2)[CH:34]=[CH:35][C:36]=1[C:37](=O)[CH3:38].CCOC(C)=O.CCCCCC. Product: [CH3:8][O:9][CH:10]=[C:37]([C:36]1[CH:35]=[CH:34][C:33]([C:40]2[CH:41]=[CH:42][C:43]([C:46]([F:47])([F:48])[F:49])=[CH:44][CH:45]=2)=[CH:32][C:31]=1[CH3:30])[CH3:38]. The catalyst class is: 1.